From a dataset of Full USPTO retrosynthesis dataset with 1.9M reactions from patents (1976-2016). Predict the reactants needed to synthesize the given product. (1) Given the product [CH2:19]([O:20][C:2]1[C:3]([C:12]([F:15])([F:14])[F:13])=[CH:4][C:5]([N+:9]([O-:11])=[O:10])=[C:6]([NH2:8])[CH:7]=1)[CH3:18], predict the reactants needed to synthesize it. The reactants are: Cl[C:2]1[C:3]([C:12]([F:15])([F:14])[F:13])=[CH:4][C:5]([N+:9]([O-:11])=[O:10])=[C:6]([NH2:8])[CH:7]=1.[OH-].[K+].[CH3:18][CH2:19][OH:20]. (2) Given the product [Cl:62][C:47]1[C:48]([NH:52][C:53](=[O:61])[CH2:54][CH:55]2[CH2:56][CH2:57][CH2:58][CH2:59][CH2:60]2)=[C:49]2[C:44](=[CH:45][CH:46]=1)[N:43]=[C:42]([CH2:19][CH:20]1[CH2:25][CH2:24][N:23]([C:26]([O:28][C:29]([CH3:32])([CH3:31])[CH3:30])=[O:27])[CH2:22][CH2:21]1)[CH:51]=[CH:50]2, predict the reactants needed to synthesize it. The reactants are: B1(B2C3CCCC2CCC3)C2CCCC1CCC2.[CH2:19]=[C:20]1[CH2:25][CH2:24][N:23]([C:26]([O:28][C:29]([CH3:32])([CH3:31])[CH3:30])=[O:27])[CH2:22][CH2:21]1.P([O-])([O-])([O-])=O.[K+].[K+].[K+].Cl[C:42]1[CH:51]=[CH:50][C:49]2[C:44](=[CH:45][CH:46]=[C:47]([Cl:62])[C:48]=2[NH:52][C:53](=[O:61])[CH2:54][CH:55]2[CH2:60][CH2:59][CH2:58][CH2:57][CH2:56]2)[N:43]=1. (3) Given the product [CH3:38][O:1][CH2:2][C@@H:3]([NH:5][C:6]([C:8]1[C:16]2[C:11](=[N:12][CH:13]=[C:14]([C:17]3[C:25]4[C:20](=[CH:21][C:22]([Cl:26])=[CH:23][CH:24]=4)[N:19]([CH3:27])[N:18]=3)[N:15]=2)[N:10]([CH2:28][O:29][CH2:30][CH2:31][Si:32]([CH3:34])([CH3:33])[CH3:35])[CH:9]=1)=[O:7])[CH3:4], predict the reactants needed to synthesize it. The reactants are: [OH:1][CH2:2][C@@H:3]([NH:5][C:6]([C:8]1[C:16]2[C:11](=[N:12][CH:13]=[C:14]([C:17]3[C:25]4[C:20](=[CH:21][C:22]([Cl:26])=[CH:23][CH:24]=4)[N:19]([CH3:27])[N:18]=3)[N:15]=2)[N:10]([CH2:28][O:29][CH2:30][CH2:31][Si:32]([CH3:35])([CH3:34])[CH3:33])[CH:9]=1)=[O:7])[CH3:4].[OH-].[K+].[CH2:38]1OCCOCCOCCOCCOCCOC1.IC. (4) The reactants are: [CH3:1][O:2][C:3]1[CH:4]=[C:5]([CH:9]2[CH2:14][CH2:13][CH2:12][CH2:11][C:10]2=O)[CH:6]=[CH:7][CH:8]=1.[C:16]([CH:21]=P(C1C=CC=CC=1)(C1C=CC=CC=1)C1C=CC=CC=1)([O:18][CH2:19][CH3:20])=[O:17]. Given the product [CH2:19]([O:18][C:16](=[O:17])[CH:21]=[C:10]1[CH2:11][CH2:12][CH2:13][CH2:14][CH:9]1[C:5]1[CH:6]=[CH:7][CH:8]=[C:3]([O:2][CH3:1])[CH:4]=1)[CH3:20], predict the reactants needed to synthesize it. (5) Given the product [NH:29]1[CH2:30][CH:27]([C:4]2[CH:3]=[C:2]([F:1])[CH:7]=[CH:6][C:5]=2[S:8]([NH:11][C:12]2[C:21]([C:22]([O:24][CH3:25])=[O:23])=[C:20]3[C:15]([CH:16]4[CH2:26][CH:17]4[CH2:18][O:19]3)=[CH:14][CH:13]=2)(=[O:9])=[O:10])[CH2:28]1, predict the reactants needed to synthesize it. The reactants are: [F:1][C:2]1[CH:7]=[CH:6][C:5]([S:8]([NH:11][C:12]2[C:21]([C:22]([O:24][CH3:25])=[O:23])=[C:20]3[C:15]([CH:16]4[CH2:26][CH:17]4[CH2:18][O:19]3)=[CH:14][CH:13]=2)(=[O:10])=[O:9])=[C:4]([CH:27]2[CH2:30][N:29](C(=O)C(F)(F)F)[CH2:28]2)[CH:3]=1.C(=O)([O-])[O-].[K+].[K+].